Dataset: Catalyst prediction with 721,799 reactions and 888 catalyst types from USPTO. Task: Predict which catalyst facilitates the given reaction. (1) Reactant: [O:1]1[C:5]2[CH:6]=[CH:7][C:8]([CH:10]([C:12]3[CH:17]=[CH:16][CH:15]=[CH:14][N:13]=3)O)=[CH:9][C:4]=2[CH:3]=[CH:2]1.BrP(Br)Br. Product: [O:1]1[C:5]2[CH:6]=[CH:7][C:8]([CH2:10][C:12]3[CH:17]=[CH:16][CH:15]=[CH:14][N:13]=3)=[CH:9][C:4]=2[CH:3]=[CH:2]1. The catalyst class is: 366. (2) Reactant: [C:1]1([P:7]([C:14]2[CH:19]=[CH:18][CH:17]=[CH:16][CH:15]=2)[C:8]2[CH:13]=[CH:12][CH:11]=[CH:10][CH:9]=2)[CH:6]=[CH:5][CH:4]=[CH:3][CH:2]=1.[N:20](/[C:23](=[CH:28]\[CH:29]=[CH:30]\[C:31]1[CH:36]=[CH:35][C:34]([CH:37]([CH3:39])[CH3:38])=[CH:33][CH:32]=1)/[C:24]([O:26][CH3:27])=[O:25])=[N+]=[N-]. Product: [CH3:27][O:26][C:24]([C:23](=[CH:28][CH:29]=[CH:30][C:31]1[CH:36]=[CH:35][C:34]([CH:37]([CH3:39])[CH3:38])=[CH:33][CH:32]=1)[N:20]=[P:7]([C:1]1[CH:2]=[CH:3][CH:4]=[CH:5][CH:6]=1)([C:8]1[CH:13]=[CH:12][CH:11]=[CH:10][CH:9]=1)[C:14]1[CH:15]=[CH:16][CH:17]=[CH:18][CH:19]=1)=[O:25]. The catalyst class is: 27. (3) Reactant: [OH:1][C:2]1[CH:3]=[C:4]([CH:14]=[C:15]([O:17][CH:18]2[CH2:23][CH2:22][O:21][CH2:20]C2)[CH:16]=1)[C:5]([NH:7][C:8]1[CH:12]=[CH:11][N:10]([CH3:13])[N:9]=1)=[O:6].N1([C:28]([C:30]2[CH:35]=[CH:34][C:33](Br)=[CH:32]N=2)=O)CCC1.[C:37](=O)([O-])[O-].[Cs+].[Cs+]. Product: [CH3:13][N:10]1[CH:11]=[CH:12][C:8]([NH:7][C:5](=[O:6])[C:4]2[CH:14]=[C:15]([O:17][C@@H:18]3[CH2:23][CH2:22][O:21][CH2:20]3)[CH:16]=[C:2]([O:1][CH2:37][C:28]3[CH:30]=[CH:35][CH:34]=[CH:33][CH:32]=3)[CH:3]=2)=[N:9]1. The catalyst class is: 10. (4) Reactant: I[C:2]1[CH:3]=[C:4]2[C:9](=[CH:10][CH:11]=1)[O:8][CH:7]([C:12]([OH:14])=[O:13])[CH2:6][CH2:5]2.CN1CCCC1=O.[C:22]([O:26][CH3:27])(=[O:25])[CH:23]=[CH2:24].C(N(CC)CC)C. Product: [CH3:27][O:26][C:22](/[CH:23]=[CH:24]/[C:2]1[CH:3]=[C:4]2[C:9](=[CH:10][CH:11]=1)[O:8][CH:7]([C:12]([OH:14])=[O:13])[CH2:6][CH2:5]2)=[O:25]. The catalyst class is: 713. (5) Reactant: C[O:2][C:3](=[O:41])[C:4]1[CH:9]=[CH:8][C:7]([NH:10][C:11]([N:13]2[CH2:17][C@@H:16]([CH2:18][C:19]([CH3:22])([CH3:21])[CH3:20])[C@@:15]([C:25]3[CH:30]=[CH:29][C:28]([Cl:31])=[CH:27][C:26]=3[F:32])([C:23]#[N:24])[C@H:14]2[C:33]2[CH:38]=[CH:37][C:36]([Cl:39])=[CH:35][C:34]=2[F:40])=[O:12])=[CH:6][CH:5]=1.[Li+].[OH-]. Product: [Cl:39][C:36]1[CH:37]=[CH:38][C:33]([C@@H:14]2[C@:15]([C:25]3[CH:30]=[CH:29][C:28]([Cl:31])=[CH:27][C:26]=3[F:32])([C:23]#[N:24])[C@H:16]([CH2:18][C:19]([CH3:22])([CH3:21])[CH3:20])[CH2:17][N:13]2[C:11]([NH:10][C:7]2[CH:6]=[CH:5][C:4]([C:3]([OH:41])=[O:2])=[CH:9][CH:8]=2)=[O:12])=[C:34]([F:40])[CH:35]=1. The catalyst class is: 36. (6) Reactant: [CH3:1][N:2]([CH2:36][CH2:37][N:38]1[CH2:43][CH2:42][O:41][CH2:40][CH2:39]1)[C:3]([C:5]1[CH:6]=[C:7]([CH:33]=[CH:34][CH:35]=1)[C:8]([NH:10][C:11]1[CH:16]=[CH:15][C:14]([N:17]2[CH2:22][CH2:21][CH2:20][CH2:19][CH2:18]2)=[CH:13][C:12]=1[C:23]1[CH:24]=[C:25]([CH:30]=[CH:31][N:32]=1)[C:26]([O:28]C)=[O:27])=[O:9])=[O:4].O.[OH-].[Li+]. Product: [CH3:1][N:2]([CH2:36][CH2:37][N:38]1[CH2:39][CH2:40][O:41][CH2:42][CH2:43]1)[C:3]([C:5]1[CH:6]=[C:7]([CH:33]=[CH:34][CH:35]=1)[C:8]([NH:10][C:11]1[CH:16]=[CH:15][C:14]([N:17]2[CH2:18][CH2:19][CH2:20][CH2:21][CH2:22]2)=[CH:13][C:12]=1[C:23]1[CH:24]=[C:25]([CH:30]=[CH:31][N:32]=1)[C:26]([OH:28])=[O:27])=[O:9])=[O:4]. The catalyst class is: 38. (7) The catalyst class is: 325. Reactant: [NH:1]1[C@H:14]2[C@H:5]([CH2:6][CH2:7][C:8]3[C:13]2=[N:12][CH:11]=[CH:10][CH:9]=3)[CH2:4][CH2:3][CH2:2]1.[C:15]1([C:21]([C:35]2[CH:40]=[CH:39][CH:38]=[CH:37][CH:36]=2)([C:29]2[CH:34]=[CH:33][CH:32]=[CH:31][CH:30]=2)[N:22]2[CH:26]=[C:25]([CH:27]=O)[N:24]=[CH:23]2)[CH:20]=[CH:19][CH:18]=[CH:17][CH:16]=1.C(O)(=O)C.C(O[BH-](OC(=O)C)OC(=O)C)(=O)C.[Na+]. Product: [C:35]1([C:21]([C:15]2[CH:16]=[CH:17][CH:18]=[CH:19][CH:20]=2)([C:29]2[CH:30]=[CH:31][CH:32]=[CH:33][CH:34]=2)[N:22]2[CH:26]=[C:25]([CH2:27][N:12]3[C@H:13]4[C@H:8]([CH2:7][CH2:6][C:5]5[C:14]4=[N:1][CH:2]=[CH:3][CH:4]=5)[CH2:9][CH2:10][CH2:11]3)[N:24]=[CH:23]2)[CH:40]=[CH:39][CH:38]=[CH:37][CH:36]=1.